From a dataset of Full USPTO retrosynthesis dataset with 1.9M reactions from patents (1976-2016). Predict the reactants needed to synthesize the given product. (1) Given the product [CH2:21]([O:23][C:24](=[O:39])[C:25]1[CH:30]=[C:29]([C:13]2[CH:12]=[N:11][C:7]3[NH:8][CH2:9][CH2:10][N:5]([CH2:4][C:3]4[CH:16]=[C:17]([F:20])[CH:18]=[CH:19][C:2]=4[F:1])[C:6]=3[CH:14]=2)[CH:28]=[N:27][CH:26]=1)[CH3:22], predict the reactants needed to synthesize it. The reactants are: [F:1][C:2]1[CH:19]=[CH:18][C:17]([F:20])=[CH:16][C:3]=1[CH2:4][N:5]1[CH2:10][CH2:9][NH:8][C:7]2[N:11]=[CH:12][C:13](I)=[CH:14][C:6]1=2.[CH2:21]([O:23][C:24](=[O:39])[C:25]1[CH:30]=[C:29](B2OC(C)(C)C(C)O2)[CH:28]=[N:27][CH:26]=1)[CH3:22]. (2) Given the product [CH2:1]([O:8][C:9]([N:11]1[CH2:15][CH2:14][CH2:13][CH:12]1[C:16](=[O:18])[NH:53][C:54]1[S:55][C:56]([Br:59])=[CH:57][N:58]=1)=[O:10])[C:2]1[CH:3]=[CH:4][CH:5]=[CH:6][CH:7]=1, predict the reactants needed to synthesize it. The reactants are: [CH2:1]([O:8][C:9]([N:11]1[CH2:15][CH2:14][CH2:13][C@H:12]1[C:16]([OH:18])=O)=[O:10])[C:2]1[CH:7]=[CH:6][CH:5]=[CH:4][CH:3]=1.CN(C(ON1N=NC2C=CC=NC1=2)=[N+](C)C)C.F[P-](F)(F)(F)(F)F.CCN(C(C)C)C(C)C.Br.[NH2:53][C:54]1[S:55][C:56]([Br:59])=[CH:57][N:58]=1. (3) Given the product [CH2:9]([O:8][C:6](=[O:7])[CH2:5][C:4]1[C:11]([CH3:12])=[N:22][N:21]([C:18]2[CH:19]=[CH:20][C:15]([F:14])=[CH:16][CH:17]=2)[C:1]=1[CH3:2])[CH3:10], predict the reactants needed to synthesize it. The reactants are: [C:1]([CH:4]([C:11](=O)[CH3:12])[CH2:5][C:6]([O:8][CH2:9][CH3:10])=[O:7])(=O)[CH3:2].[F:14][C:15]1[CH:20]=[CH:19][C:18]([NH:21][NH2:22])=[CH:17][CH:16]=1. (4) Given the product [Cl:49][C:50]1[CH:68]=[CH:67][C:53]2[NH:54][C:55]([C@@H:57]([NH:66][C:5](=[O:7])[C:4]3[CH:8]=[CH:9][C:10]([C:11]([N:13]4[CH2:17][CH2:16][CH2:15][CH2:14]4)=[O:12])=[C:2]([CH3:1])[CH:3]=3)[CH2:58][C:59]3[CH:60]=[CH:61][C:62]([Cl:65])=[CH:63][CH:64]=3)=[N:56][C:52]=2[CH:51]=1, predict the reactants needed to synthesize it. The reactants are: [CH3:1][C:2]1[CH:3]=[C:4]([CH:8]=[CH:9][C:10]=1[C:11]([N:13]1[CH2:17][CH2:16][CH2:15][CH2:14]1)=[O:12])[C:5]([OH:7])=O.CN(C(ON1N=NC2C=CC=CC1=2)=[N+](C)C)C.[B-](F)(F)(F)F.C(N(C(C)C)CC)(C)C.[Cl:49][C:50]1[CH:68]=[CH:67][C:53]2[NH:54][C:55]([C@@H:57]([NH2:66])[CH2:58][C:59]3[CH:64]=[CH:63][C:62]([Cl:65])=[CH:61][CH:60]=3)=[N:56][C:52]=2[CH:51]=1.ClCl. (5) Given the product [NH2:11][C:7]1[CH:6]=[C:5]([O:4][C:3]2[C:2]([F:1])=[CH:22][C:21]([NH:23][C:24]([C:26]3([C:29]([NH:30][C:31]4[CH:32]=[CH:33][C:34]([F:37])=[CH:35][CH:36]=4)=[O:38])[CH2:28][CH2:27]3)=[O:25])=[C:20]([F:39])[CH:19]=2)[CH:10]=[CH:9][N:8]=1, predict the reactants needed to synthesize it. The reactants are: [F:1][C:2]1[CH:22]=[C:21]([NH:23][C:24]([C:26]2([C:29](=[O:38])[NH:30][C:31]3[CH:36]=[CH:35][C:34]([F:37])=[CH:33][CH:32]=3)[CH2:28][CH2:27]2)=[O:25])[C:20]([F:39])=[CH:19][C:3]=1[O:4][C:5]1[CH:10]=[CH:9][N:8]=[C:7]([NH:11]C(=O)OC(C)(C)C)[CH:6]=1.C(O)(C(F)(F)F)=O. (6) Given the product [CH3:28][O:27][C:25]([C:5]1[N:6]([C:19]2[CH:20]=[CH:21][CH:22]=[CH:23][CH:24]=2)[C:7]2[C:12]([C:13](=[O:14])[C:4]=1[CH2:3][NH:2][C:33](=[O:34])[C:32]1[CH:36]=[CH:37][C:38]([Cl:39])=[C:30]([Cl:29])[CH:31]=1)=[CH:11][CH:10]=[C:9]([C:15]([F:16])([F:17])[F:18])[N:8]=2)=[O:26], predict the reactants needed to synthesize it. The reactants are: Cl.[NH2:2][CH2:3][C:4]1[C:13](=[O:14])[C:12]2[C:7](=[N:8][C:9]([C:15]([F:18])([F:17])[F:16])=[CH:10][CH:11]=2)[N:6]([C:19]2[CH:24]=[CH:23][CH:22]=[CH:21][CH:20]=2)[C:5]=1[C:25]([O:27][CH3:28])=[O:26].[Cl:29][C:30]1[CH:31]=[C:32]([CH:36]=[CH:37][C:38]=1[Cl:39])[C:33](O)=[O:34].